From a dataset of CYP1A2 inhibition data for predicting drug metabolism from PubChem BioAssay. Regression/Classification. Given a drug SMILES string, predict its absorption, distribution, metabolism, or excretion properties. Task type varies by dataset: regression for continuous measurements (e.g., permeability, clearance, half-life) or binary classification for categorical outcomes (e.g., BBB penetration, CYP inhibition). Dataset: cyp1a2_veith. (1) The result is 0 (non-inhibitor). The compound is Cc1n[nH]c(C)c1S(=O)(=O)N1CCC(C(=O)O)CC1.Cl. (2) The drug is COc1ccc(-c2nc3cnc(N4CCN(C)CC4)nc3n(CCc3ccccc3)c2=O)cc1. The result is 0 (non-inhibitor). (3) The drug is O=C(Nc1ccccc1)N1CCOCC1. The result is 0 (non-inhibitor). (4) The molecule is N#Cc1cccc(-c2ccc3ncnc(NCc4cccs4)c3c2)c1. The result is 1 (inhibitor). (5) The result is 1 (inhibitor). The compound is CCNc1ncc2ncc(=O)n(Cc3cccs3)c2n1. (6) The molecule is CCOc1cc2[nH]c(=O)n(CCCC(=O)NCc3ccc(OC)cc3)c(=O)c2cc1OCC. The result is 0 (non-inhibitor). (7) The compound is O=C1C=C(NCCN2CCOCC2)CC(c2ccccc2)C1. The result is 0 (non-inhibitor).